This data is from Forward reaction prediction with 1.9M reactions from USPTO patents (1976-2016). The task is: Predict the product of the given reaction. (1) Given the reactants Br[C:2]1[CH:7]=[N:6][C:5]([Br:8])=[CH:4][N:3]=1.[C:9]([O:13][CH2:14][CH3:15])(=[O:12])[CH:10]=[CH2:11].C1(C)C=CC=CC=1P(C1C=CC=CC=1C)C1C=CC=CC=1C, predict the reaction product. The product is: [Br:8][C:5]1[N:6]=[CH:7][C:2](/[CH:11]=[CH:10]/[C:9]([O:13][CH2:14][CH3:15])=[O:12])=[N:3][CH:4]=1. (2) Given the reactants [CH3:1][C@@H:2]([CH2:41][CH3:42])[C@H:3]([NH:33]C(=O)OC(C)(C)C)[C:4]([NH:6][CH2:7][C@@H:8]([C:20]1[CH:25]=[CH:24][C:23]([O:26][CH2:27][CH:28]([CH3:32])[CH2:29][CH2:30][CH3:31])=[CH:22][CH:21]=1)[NH:9][C:10](=[O:19])[C@H:11]([C:13]1[CH:18]=[CH:17][CH:16]=[CH:15][CH:14]=1)[CH3:12])=[O:5].C(O)(C(F)(F)F)=O, predict the reaction product. The product is: [NH2:33][C@@H:3]([C@@H:2]([CH3:1])[CH2:41][CH3:42])[C:4]([NH:6][CH2:7][C@@H:8]([C:20]1[CH:21]=[CH:22][C:23]([O:26][CH2:27][CH:28]([CH3:32])[CH2:29][CH2:30][CH3:31])=[CH:24][CH:25]=1)[NH:9][C:10](=[O:19])[C@H:11]([C:13]1[CH:18]=[CH:17][CH:16]=[CH:15][CH:14]=1)[CH3:12])=[O:5]. (3) Given the reactants COC1C=CC(N2CCN(CCC3C=CC=CC=3)CC2)=CC=1C.[F:24][C:25]1[CH:26]=[C:27]([N:33]2[CH2:38][CH2:37][N:36]([CH2:39][CH2:40][C:41]3[CH:46]=[CH:45][CH:44]=[CH:43][CH:42]=3)[CH2:35][CH2:34]2)[CH:28]=[CH:29][C:30]=1[O:31]C, predict the reaction product. The product is: [F:24][C:25]1[CH:26]=[C:27]([N:33]2[CH2:34][CH2:35][N:36]([CH2:39][CH2:40][C:41]3[CH:42]=[CH:43][CH:44]=[CH:45][CH:46]=3)[CH2:37][CH2:38]2)[CH:28]=[CH:29][C:30]=1[OH:31]. (4) The product is: [CH2:40]([NH:21][C:20]1[C:19]2[C:14](=[CH:15][CH:16]=[C:17]([Br:22])[CH:18]=2)[N:13]=[C:12]2[N:8]([CH2:1][C:2]3[CH:7]=[CH:6][CH:5]=[CH:4][CH:3]=3)[CH2:9][CH2:10][C:11]=12)[C:41]1[CH:46]=[CH:45][CH:44]=[CH:43][CH:42]=1. Given the reactants [CH2:1]([N:8]1[C:12]2=[N:13][C:14]3[C:19]([C:20]([NH2:21])=[C:11]2[CH2:10][CH2:9]1)=[CH:18][C:17]([Br:22])=[CH:16][CH:15]=3)[C:2]1[CH:7]=[CH:6][CH:5]=[CH:4][CH:3]=1.C(N=P1(N(CC)CC)N(C)C=CN1C)(C)(C)C.[CH2:40](Br)[C:41]1[CH:46]=[CH:45][CH:44]=[CH:43][CH:42]=1.O, predict the reaction product.